This data is from Full USPTO retrosynthesis dataset with 1.9M reactions from patents (1976-2016). The task is: Predict the reactants needed to synthesize the given product. (1) Given the product [F:1][C:2]1[CH:3]=[C:4]([CH:7]=[CH:8][C:9]=1[O:11][C:12]1[CH:17]=[CH:16][CH:15]=[C:14]([C:18]([F:19])([F:20])[F:21])[CH:13]=1)[CH:5]=[O:6], predict the reactants needed to synthesize it. The reactants are: [F:1][C:2]1[CH:3]=[C:4]([CH:7]=[CH:8][C:9]=1F)[CH:5]=[O:6].[OH:11][C:12]1[CH:13]=[C:14]([C:18]([F:21])([F:20])[F:19])[CH:15]=[CH:16][CH:17]=1.C(=O)([O-])[O-].[K+].[K+].O. (2) Given the product [C:22]([CH:21]([CH2:20][CH2:19][C:13]1[CH:18]=[CH:17][CH:16]=[CH:15][CH:14]=1)[C:24](=[O:27])[CH2:25][CH3:26])#[N:23], predict the reactants needed to synthesize it. The reactants are: C([Li])CCC.C(NC(C)C)(C)C.[C:13]1([CH2:19][CH2:20][CH2:21][C:22]#[N:23])[CH:18]=[CH:17][CH:16]=[CH:15][CH:14]=1.[C:24](OCC)(=[O:27])[CH2:25][CH3:26]. (3) Given the product [N:1]1([C:6]2[CH:7]=[C:8]3[C:9](=[CH:10][CH:11]=2)[CH2:12][C:13](=[O:15])[CH2:17][CH2:16]3)[CH:5]=[N:4][N:3]=[N:2]1, predict the reactants needed to synthesize it. The reactants are: [N:1]1([C:6]2[CH:11]=[CH:10][C:9]([CH2:12][C:13]([OH:15])=O)=[CH:8][CH:7]=2)[CH:5]=[N:4][N:3]=[N:2]1.[C:16](Cl)(=O)[C:17](Cl)=O.CN(C=O)C.[Cl-].[Al+3].[Cl-].[Cl-].